From a dataset of Experimentally validated miRNA-target interactions with 360,000+ pairs, plus equal number of negative samples. Binary Classification. Given a miRNA mature sequence and a target amino acid sequence, predict their likelihood of interaction. (1) The miRNA is hsa-miR-4712-3p with sequence AAUGAGAGACCUGUACUGUAU. The protein sequence of the target gene is MSAHNRGTELDLSWISKIQVNHPAVLRRAEQIQARRTVKKEWQAAWLLKAVTFIDLTTLSGDDTSSNIQRLCYKAKYPIREDLLKALNMHDKGITTAAVCVYPARVCDAVKALKAAGCNIPVASVAAGFPAGQTHLKTRLEEIRLAVEDGATEIDVVINRSLVLTGQWEALYDEIRQFRKACGEAHLKTILATGELGTLTNVYKASMIAMMAGSDFIKTSTGKETVNATFPVAIVMLRAIRDFFWKTGNKIGFKPAGGIRSAKDSLAWLSLVKEELGDEWLKPELFRIGASTLLSDIERQ.... Result: 0 (no interaction). (2) The miRNA is hsa-miR-1178-5p with sequence CAGGGUCAGCUGAGCAUG. The protein sequence of the target gene is METNVPKRKEPAKSLRIKVISMGNAEVGKSCIIKRYCEKRFVSKYLATIGIDYGVTKVQVRDREIKVNIFDMAGHPFFFEVRNEFYKDTQGVILVYDVGQKDSFDALDSWLAEMKQELGPHGNMDNIVFVVCANKIDCSKHRCIDESEGRLWAESKGFLYFETSAQTGEGINEMFQTFYLSIVDLCENGGKRPTASSSASFTKEQADTIRRIRNSKDSWEMLGVRPGASREEVNKAYRKLAVLLHPDKCVAPGSEDAFKAVVNARTALLKNIK. Result: 0 (no interaction). (3) The miRNA is hsa-miR-6715b-5p with sequence ACAGGCACGACUGGUUUGGCA. The protein sequence of the target gene is MAPVRRSAKWRPGGIEARGEGVSTVGYRNKNVRQKTWRPNHPQAFVGSVREGQGFAFRRKLKIQQSYKKLLRKEKKAQTSLESQFTDRYPDNLKHLYLAEEERHRKQARKVDHPLSEQVHQPLLEEQCSIDEPLFEDQCSFDQPQPEEQCIKTVNSFTIPKKNKKKTSNQKAQEEYEQIQAKRAAKKQEFERRKQEREEAQRQYKKKKMEVFKILNKKTKKGQPNLNVQMEYLLQKIQEKC. Result: 1 (interaction).